Predict the product of the given reaction. From a dataset of Forward reaction prediction with 1.9M reactions from USPTO patents (1976-2016). (1) Given the reactants [S:1]1[CH:5]=[CH:4][C:3]2[CH:6]=[CH:7][CH:8]=[CH:9][C:2]1=2.[C:10](O)(=[O:14])[C:11]([CH3:13])=[CH2:12], predict the reaction product. The product is: [CH3:12][CH:11]1[CH2:13][C:4]2[C:3]3[CH:6]=[CH:7][CH:8]=[CH:9][C:2]=3[S:1][C:5]=2[C:10]1=[O:14]. (2) Given the reactants COC1C=C2C(=C(N)C=1)N=CC=C2.[CH3:14][O:15][C:16]1[CH:25]=[CH:24][C:23]([NH2:26])=[C:22]2[C:17]=1[CH:18]=[CH:19][CH:20]=[N:21]2.[N+:27]([C:30]1[CH:35]=[CH:34][CH:33]=[CH:32][C:31]=1[S:36](Cl)(=[O:38])=[O:37])([O-:29])=[O:28], predict the reaction product. The product is: [CH3:14][O:15][C:16]1[CH:25]=[CH:24][C:23]([NH:26][S:36]([C:31]2[CH:32]=[CH:33][CH:34]=[CH:35][C:30]=2[N+:27]([O-:29])=[O:28])(=[O:37])=[O:38])=[C:22]2[C:17]=1[CH:18]=[CH:19][CH:20]=[N:21]2. (3) Given the reactants [Cl:1][C:2]1[NH:11][C:10]2[C:9](=[O:12])[N:7]([CH3:8])[C:6](=[O:13])[N:5]([CH3:14])[C:4]=2[N:3]=1.[CH2:15](Br)[C:16]1[CH:21]=[CH:20][CH:19]=[CH:18][CH:17]=1.C(=O)([O-])[O-].[K+].[K+], predict the reaction product. The product is: [CH2:15]([N:11]1[C:10]2[C:9](=[O:12])[N:7]([CH3:8])[C:6](=[O:13])[N:5]([CH3:14])[C:4]=2[N:3]=[C:2]1[Cl:1])[C:16]1[CH:21]=[CH:20][CH:19]=[CH:18][CH:17]=1. (4) Given the reactants [CH3:1][O:2][C:3]1[CH:4]=[C:5]([CH:24]=[CH:25][C:26]=1[O:27][CH3:28])[O:6][CH2:7][C:8](=O)[C:9]#[C:10][C@@H:11]1[CH2:15][CH2:14][CH2:13][N:12]1[C:16]([O:18][C:19]([CH3:22])([CH3:21])[CH3:20])=[O:17].O.[NH2:30][NH2:31], predict the reaction product. The product is: [CH3:1][O:2][C:3]1[CH:4]=[C:5]([CH:24]=[CH:25][C:26]=1[O:27][CH3:28])[O:6][CH2:7][C:8]1[NH:31][N:30]=[C:10]([C@@H:11]2[CH2:15][CH2:14][CH2:13][N:12]2[C:16]([O:18][C:19]([CH3:22])([CH3:21])[CH3:20])=[O:17])[CH:9]=1. (5) Given the reactants [SH:1][C:2]1[CH:10]=[CH:9][C:5]([C:6]([OH:8])=[O:7])=[CH:4][CH:3]=1.Br[CH2:12][C:13]([C:15]1[CH:20]=[CH:19][CH:18]=[CH:17][C:16]=1[O:21][CH3:22])=[O:14].C(=O)([O-])[O-].[K+].[K+].Cl, predict the reaction product. The product is: [CH3:22][O:21][C:16]1[CH:17]=[CH:18][CH:19]=[CH:20][C:15]=1[C:13](=[O:14])[CH2:12][S:1][C:2]1[CH:10]=[CH:9][C:5]([C:6]([OH:8])=[O:7])=[CH:4][CH:3]=1. (6) Given the reactants [NH2:1][C:2]1[C:6]2[CH:7]=[C:8]([CH3:11])[CH:9]=[CH:10][C:5]=2[O:4][C:3]=1[C:12]([O:14]CC)=O.ClC1C=CC2OC3C(=O)NC=[N:24][C:23]=3C=2C=1, predict the reaction product. The product is: [CH3:11][C:8]1[CH:9]=[CH:10][C:5]2[O:4][C:3]3[C:12](=[O:14])[NH:24][CH:23]=[N:1][C:2]=3[C:6]=2[CH:7]=1. (7) Given the reactants Cl.[F:2][C:3]1[CH:12]=[CH:11][C:6]([C:7]([O:9][CH3:10])=[O:8])=[CH:5][C:4]=1[NH:13][C:14]([C:16]1[S:17][CH:18]=[CH:19][CH:20]=1)=[NH:15].[O-:21]Cl.[Na+:23], predict the reaction product. The product is: [C:7]([O-:9])([OH:21])=[O:8].[Na+:23].[F:2][C:3]1[C:4]2[NH:13][C:14]([C:16]3[S:17][CH:18]=[CH:19][CH:20]=3)=[N:15][C:5]=2[C:6]([C:7]([O:9][CH3:10])=[O:8])=[CH:11][CH:12]=1. (8) Given the reactants Cl.[O:2]([NH2:4])[CH3:3].[F:5][C:6]([F:17])([F:16])[C:7]1[CH:8]=[C:9]([C:13](=O)[CH3:14])[CH:10]=[CH:11][CH:12]=1, predict the reaction product. The product is: [CH3:3][O:2][N:4]=[C:13]([C:9]1[CH:10]=[CH:11][CH:12]=[C:7]([C:6]([F:5])([F:16])[F:17])[CH:8]=1)[CH3:14]. (9) Given the reactants [Cl:1][C:2]1[C:11]2[C:6](=[CH:7][CH:8]=[C:9](I)[CH:10]=2)[N:5]=[C:4]([O:13][CH3:14])[C:3]=1[CH2:15][CH:16]1[CH2:21][CH2:20][O:19][CH2:18][CH2:17]1.C([Mg]Cl)(C)C.[C:27]([CH:35]1[CH2:40][CH2:39][N:38]([C:41](=[O:43])[CH3:42])[CH2:37][CH2:36]1)(=[O:34])[C:28]1[CH:33]=[CH:32][CH:31]=[CH:30][CH:29]=1.C(=O)=O.CC#N, predict the reaction product. The product is: [Cl:1][C:2]1[C:11]2[C:6](=[CH:7][CH:8]=[C:9]([C:27]([OH:34])([C:28]3[CH:33]=[CH:32][CH:31]=[CH:30][CH:29]=3)[CH:35]3[CH2:40][CH2:39][N:38]([C:41](=[O:43])[CH3:42])[CH2:37][CH2:36]3)[CH:10]=2)[N:5]=[C:4]([O:13][CH3:14])[C:3]=1[CH2:15][CH:16]1[CH2:21][CH2:20][O:19][CH2:18][CH2:17]1.